Dataset: Forward reaction prediction with 1.9M reactions from USPTO patents (1976-2016). Task: Predict the product of the given reaction. (1) Given the reactants [Cl:1][C:2]1[CH:3]=[C:4]([NH:19][C:20]2[C:30]3[CH:29]=[C:28]([C:31](O)=[O:32])[CH2:27][CH2:26][NH:25][C:24]=3[N:23]=[CH:22][N:21]=2)[CH:5]=[CH:6][C:7]=1[O:8][C:9]1[CH:14]=[CH:13][CH:12]=[C:11]([C:15]([F:18])([F:17])[F:16])[CH:10]=1.[OH:34]N1C2C=CC=CC=2N=N1.Cl.C(N=C=NCCCN(C)C)C.[CH2:56]([NH2:60])[CH:57]([CH3:59])[CH3:58].CN(C)[CH:63]=[O:64], predict the reaction product. The product is: [F:16][C:15]([F:18])([F:17])[C:63]([OH:64])=[O:34].[Cl:1][C:2]1[CH:3]=[C:4]([NH:19][C:20]2[C:30]3[CH:29]=[C:28]([C:31]([NH:60][CH2:56][CH:57]([CH3:59])[CH3:58])=[O:32])[CH2:27][CH2:26][NH:25][C:24]=3[N:23]=[CH:22][N:21]=2)[CH:5]=[CH:6][C:7]=1[O:8][C:9]1[CH:14]=[CH:13][CH:12]=[C:11]([C:15]([F:18])([F:16])[F:17])[CH:10]=1. (2) Given the reactants [Si:1]([O:8][C@H:9]([CH2:18][O:19][Si:20]([C:23]([CH3:26])([CH3:25])[CH3:24])([CH3:22])[CH3:21])/[CH:10]=[N:11]/[S@:12]([C:14]([CH3:17])([CH3:16])[CH3:15])=[O:13])([C:4]([CH3:7])([CH3:6])[CH3:5])([CH3:3])[CH3:2].[C:27]([Li])([CH3:30])([CH3:29])[CH3:28].C1C[O:35][CH2:34]C1, predict the reaction product. The product is: [Si:1]([O:8][C@H:9]([CH2:18][O:19][Si:20]([C:23]([CH3:26])([CH3:25])[CH3:24])([CH3:21])[CH3:22])[C@@H:10]([NH:11][S@:12]([C:14]([CH3:15])([CH3:16])[CH3:17])=[O:13])[CH2:28][CH:27]1[CH2:30][CH2:34][O:35][CH2:29]1)([C:4]([CH3:7])([CH3:5])[CH3:6])([CH3:3])[CH3:2]. (3) Given the reactants [F:1][C:2]1[CH:3]=[C:4]([CH:36]=[CH:37][C:38]=1[OH:39])[C:5]([N:7]([CH:33]([CH3:35])[CH3:34])[C:8]1[CH:13]=[C:12]([O:14][CH3:15])[CH:11]=[CH:10][C:9]=1[C@@H:16]1[CH2:25][CH2:24][C:23]2[CH:22]=[C:21]([O:26]C(=O)C(C)(C)C)[CH:20]=[CH:19][C:18]=2[CH2:17]1)=O.Cl[CH2:41][C:42]([N:44]([CH3:48])[CH2:45][CH2:46][CH3:47])=O, predict the reaction product. The product is: [F:1][C:2]1[CH:3]=[C:4]([CH:36]=[CH:37][C:38]=1[O:39][CH2:41][CH2:42][N:44]([CH3:48])[CH2:45][CH2:46][CH3:47])[CH2:5][N:7]([CH:33]([CH3:35])[CH3:34])[C:8]1[CH:13]=[C:12]([O:14][CH3:15])[CH:11]=[CH:10][C:9]=1[C@@H:16]1[CH2:25][CH2:24][C:23]2[CH:22]=[C:21]([OH:26])[CH:20]=[CH:19][C:18]=2[CH2:17]1.